This data is from Full USPTO retrosynthesis dataset with 1.9M reactions from patents (1976-2016). The task is: Predict the reactants needed to synthesize the given product. (1) Given the product [CH:23]1([NH:26][CH2:27][C@@H:28]2[CH2:32][CH2:31][CH2:30][N:29]2[C:33]([C:35]2[C:36]([CH3:43])=[C:37](/[CH:41]=[C:16]3\[C:17](=[O:22])[NH:18][C:19]4[C:15]\3=[CH:14][C:13]([S:10]([CH2:9][C:3]3[C:2]([F:1])=[CH:7][CH:6]=[CH:5][C:4]=3[F:8])(=[O:12])=[O:11])=[CH:21][CH:20]=4)[NH:38][C:39]=2[CH3:40])=[O:34])[CH2:24][CH2:25]1, predict the reactants needed to synthesize it. The reactants are: [F:1][C:2]1[CH:7]=[CH:6][CH:5]=[C:4]([F:8])[C:3]=1[CH2:9][S:10]([C:13]1[CH:14]=[C:15]2[C:19](=[CH:20][CH:21]=1)[NH:18][C:17](=[O:22])[CH2:16]2)(=[O:12])=[O:11].[CH:23]1([NH:26][CH2:27][C@@H:28]2[CH2:32][CH2:31][CH2:30][N:29]2[C:33]([C:35]2[C:36]([CH3:43])=[C:37]([CH:41]=O)[NH:38][C:39]=2[CH3:40])=[O:34])[CH2:25][CH2:24]1. (2) The reactants are: [Br:1][C:2]1[CH:7]=[CH:6][C:5]([OH:8])=[CH:4][CH:3]=1.Br[CH2:10][CH2:11][CH2:12][CH2:13][CH2:14][CH2:15][CH2:16][CH2:17][OH:18].C(=O)([O-])[O-].[K+].[K+]. Given the product [Br:1][C:2]1[CH:7]=[CH:6][C:5]([O:8][CH2:10][CH2:11][CH2:12][CH2:13][CH2:14][CH2:15][CH2:16][CH2:17][OH:18])=[CH:4][CH:3]=1, predict the reactants needed to synthesize it. (3) Given the product [Cl:44][C:36]1[C:37]([F:43])=[CH:38][CH:39]=[C:40]([O:41][CH3:42])[C:35]=1[C@H:33]([C:32]1[C:26]2[C:27](=[N:28][CH:29]=[C:24]([C:11]3[CH:10]=[N:9][N:8]([CH2:7][C@H:5]([OH:6])[CH2:4][OH:3])[CH:12]=3)[CH:25]=2)[NH:30][N:31]=1)[CH3:34], predict the reactants needed to synthesize it. The reactants are: CC1(C)[O:6][C@@H:5]([CH2:7][N:8]2[CH:12]=[C:11](B3OC(C)(C)C(C)(C)O3)[CH:10]=[N:9]2)[CH2:4][O:3]1.Br[C:24]1[CH:25]=[C:26]2[C:32]([C@@H:33]([C:35]3[C:40]([O:41][CH3:42])=[CH:39][CH:38]=[C:37]([F:43])[C:36]=3[Cl:44])[CH3:34])=[N:31][NH:30][C:27]2=[N:28][CH:29]=1.C(=O)([O-])[O-].[K+].[K+].ClCCl. (4) Given the product [CH:22]1([NH:19][C:20](=[O:21])[O:1][C:2]2[CH:11]=[CH:10][C:5]3[CH2:6][O:7][B:8]([OH:9])[C:4]=3[CH:3]=2)[CH2:27][CH2:26][CH2:25][CH2:24][CH2:23]1, predict the reactants needed to synthesize it. The reactants are: [OH:1][C:2]1[CH:11]=[CH:10][C:5]2[CH2:6][O:7][B:8]([OH:9])[C:4]=2[CH:3]=1.C(N(CC)CC)C.[N:19]([CH:22]1[CH2:27][CH2:26][CH2:25][CH2:24][CH2:23]1)=[C:20]=[O:21].Cl. (5) Given the product [F:17][C:16]([F:19])([F:18])[C:4]1[CH:3]=[C:2]([N:20]2[CH2:25][CH2:24][NH:23][CH2:22][CH2:21]2)[C:11]2[C:6](=[C:7]([C:12]([F:15])([F:14])[F:13])[CH:8]=[CH:9][CH:10]=2)[N:5]=1, predict the reactants needed to synthesize it. The reactants are: Cl[C:2]1[C:11]2[C:6](=[C:7]([C:12]([F:15])([F:14])[F:13])[CH:8]=[CH:9][CH:10]=2)[N:5]=[C:4]([C:16]([F:19])([F:18])[F:17])[CH:3]=1.[NH:20]1[CH2:25][CH2:24][NH:23][CH2:22][CH2:21]1. (6) The reactants are: [Li]CCCC.Br[C:7]1[C:16]2[C:11](=[CH:12][CH:13]=[C:14]([O:17][CH3:18])[CH:15]=2)[C:10]([Cl:19])=[N:9][C:8]=1[CH3:20].CN([CH:24]=[O:25])C. Given the product [Cl:19][C:10]1[C:11]2[C:16](=[CH:15][C:14]([O:17][CH3:18])=[CH:13][CH:12]=2)[C:7]([CH:24]=[O:25])=[C:8]([CH3:20])[N:9]=1, predict the reactants needed to synthesize it. (7) Given the product [CH3:21][O:20][C:18]([C:17]1[C:16]([C:22]2[CH:30]=[CH:29][C:25]3[O:26][CH2:27][O:28][C:24]=3[CH:23]=2)=[C:15]2[C:7]([CH:8]=[CH:9][C:10]3[O:14][CH2:13][O:12][C:11]=32)=[CH:6][C:5]=1[C:3]([OH:4])=[O:2])=[O:19], predict the reactants needed to synthesize it. The reactants are: C[O:2][C:3]([C:5]1[CH:6]=[C:7]2[C:15](=[C:16]([C:22]3[CH:30]=[CH:29][C:25]4[O:26][CH2:27][O:28][C:24]=4[CH:23]=3)[C:17]=1[C:18]([O:20][CH3:21])=[O:19])[C:11]1[O:12][CH2:13][O:14][C:10]=1[CH:9]=[CH:8]2)=[O:4].[OH-].[K+].